Dataset: Forward reaction prediction with 1.9M reactions from USPTO patents (1976-2016). Task: Predict the product of the given reaction. Given the reactants Br[C:2]1[CH:3]=[C:4]2[C:9](=[CH:10][CH:11]=1)[N:8]=[C:7]([NH:12][CH:13]1[C:17]3[C:18]([O:22][CH3:23])=[CH:19][CH:20]=[CH:21][C:16]=3[O:15][CH2:14]1)[CH:6]=[CH:5]2.[NH2:24][C:25]1[CH:30]=[CH:29][CH:28]=[C:27]([CH3:31])[N:26]=1, predict the reaction product. The product is: [CH3:23][O:22][C:18]1[C:17]2[CH:13]([NH:12][C:7]3[CH:6]=[CH:5][C:4]4[C:9](=[CH:10][CH:11]=[C:2]([NH:24][C:25]5[CH:30]=[CH:29][CH:28]=[C:27]([CH3:31])[N:26]=5)[CH:3]=4)[N:8]=3)[CH2:14][O:15][C:16]=2[CH:21]=[CH:20][CH:19]=1.